From a dataset of Merck oncology drug combination screen with 23,052 pairs across 39 cell lines. Regression. Given two drug SMILES strings and cell line genomic features, predict the synergy score measuring deviation from expected non-interaction effect. (1) Drug 1: NC1(c2ccc(-c3nc4ccn5c(=O)[nH]nc5c4cc3-c3ccccc3)cc2)CCC1. Drug 2: CCC1(O)C(=O)OCc2c1cc1n(c2=O)Cc2cc3c(CN(C)C)c(O)ccc3nc2-1. Cell line: MSTO. Synergy scores: synergy=23.8. (2) Cell line: ES2. Drug 2: COC1=C2CC(C)CC(OC)C(O)C(C)C=C(C)C(OC(N)=O)C(OC)C=CC=C(C)C(=O)NC(=CC1=O)C2=O. Synergy scores: synergy=0.338. Drug 1: CC1(c2nc3c(C(N)=O)cccc3[nH]2)CCCN1. (3) Drug 1: O=C(NOCC(O)CO)c1ccc(F)c(F)c1Nc1ccc(I)cc1F. Drug 2: CNC(=O)c1cc(Oc2ccc(NC(=O)Nc3ccc(Cl)c(C(F)(F)F)c3)cc2)ccn1. Cell line: SKOV3. Synergy scores: synergy=33.8. (4) Cell line: RKO. Drug 2: NC1CCCCC1N.O=C(O)C(=O)O.[Pt+2]. Synergy scores: synergy=25.2. Drug 1: Cn1nnc2c(C(N)=O)ncn2c1=O. (5) Drug 1: C=CCn1c(=O)c2cnc(Nc3ccc(N4CCN(C)CC4)cc3)nc2n1-c1cccc(C(C)(C)O)n1. Drug 2: CC(C)CC(NC(=O)C(Cc1ccccc1)NC(=O)c1cnccn1)B(O)O. Cell line: RPMI7951. Synergy scores: synergy=-17.9. (6) Drug 1: CN(Cc1cnc2nc(N)nc(N)c2n1)c1ccc(C(=O)NC(CCC(=O)O)C(=O)O)cc1. Drug 2: N#Cc1ccc(Cn2cncc2CN2CCN(c3cccc(Cl)c3)C(=O)C2)cc1. Cell line: NCIH23. Synergy scores: synergy=-10.0.